Dataset: Forward reaction prediction with 1.9M reactions from USPTO patents (1976-2016). Task: Predict the product of the given reaction. Given the reactants [C:1]([OH:10])(=[O:9])[C@@H:2]([C@H:4]([C:6]([OH:8])=[O:7])[OH:5])[OH:3].[CH3:11][CH:12]1[CH2:17][CH2:16][CH2:15][NH:14][CH2:13]1, predict the reaction product. The product is: [C:6]([C@@H:4]([C@H:2]([C:1]([O-:10])=[O:9])[OH:3])[OH:5])([O-:8])=[O:7].[CH3:11][C@@H:12]1[CH2:17][CH2:16][CH2:15][NH2+:14][CH2:13]1.[CH3:1][C@@H:2]1[CH2:4][CH2:6][CH2:15][NH2+:14][CH2:13]1.